Dataset: Full USPTO retrosynthesis dataset with 1.9M reactions from patents (1976-2016). Task: Predict the reactants needed to synthesize the given product. (1) Given the product [Cl:1][C:2]1[C:10]2[O:9][C:8]([F:12])([F:11])[O:7][C:6]=2[C:5]([B:22]2[O:26][C:25]([CH3:28])([CH3:27])[C:24]([CH3:30])([CH3:29])[O:23]2)=[CH:4][CH:3]=1, predict the reactants needed to synthesize it. The reactants are: [Cl:1][C:2]1[C:10]2[O:9][C:8]([F:12])([F:11])[O:7][C:6]=2[CH:5]=[CH:4][CH:3]=1.[Li+].CCC[CH2-].C(O[B:22]1[O:26][C:25]([CH3:28])([CH3:27])[C:24]([CH3:30])([CH3:29])[O:23]1)(C)C.C(OCC)C. (2) Given the product [F:12][C:9]1[CH:10]=[C:11]2[C:6]([C:5]([C:13]3[CH:18]=[CH:17][C:16]([F:19])=[CH:15][CH:14]=3)=[N:4][N:3]=[C:2]2[NH:20][CH:21]2[CH2:22][CH2:23][N:24]([CH2:27][C:28]3[CH:37]=[CH:36][C:35]4[C:30](=[CH:31][CH:32]=[CH:33][CH:34]=4)[CH:29]=3)[CH2:25][CH2:26]2)=[CH:7][CH:8]=1, predict the reactants needed to synthesize it. The reactants are: Cl[C:2]1[C:11]2[C:6](=[CH:7][CH:8]=[C:9]([F:12])[CH:10]=2)[C:5]([C:13]2[CH:18]=[CH:17][C:16]([F:19])=[CH:15][CH:14]=2)=[N:4][N:3]=1.[NH2:20][CH:21]1[CH2:26][CH2:25][N:24]([CH2:27][C:28]2[CH:37]=[CH:36][C:35]3[C:30](=[CH:31][CH:32]=[CH:33][CH:34]=3)[CH:29]=2)[CH2:23][CH2:22]1. (3) Given the product [Cl:43][C:44]1[CH:52]=[CH:51][C:47]([C:48]([NH:1][C:2]2[CH:3]=[CH:4][C:5]([N:8]([CH2:16][CH2:17][N:18]3[C:22]([NH:23][C:24]([C:37]4[CH:42]=[CH:41][CH:40]=[CH:39][CH:38]=4)([C:31]4[CH:32]=[CH:33][CH:34]=[CH:35][CH:36]=4)[C:25]4[CH:26]=[CH:27][CH:28]=[CH:29][CH:30]=4)=[CH:21][CH:20]=[N:19]3)[C:9](=[O:15])[O:10][C:11]([CH3:12])([CH3:13])[CH3:14])=[N:6][CH:7]=2)=[O:49])=[C:46]([N:53]([CH3:55])[CH3:54])[CH:45]=1, predict the reactants needed to synthesize it. The reactants are: [NH2:1][C:2]1[CH:3]=[CH:4][C:5]([N:8]([CH2:16][CH2:17][N:18]2[C:22]([NH:23][C:24]([C:37]3[CH:42]=[CH:41][CH:40]=[CH:39][CH:38]=3)([C:31]3[CH:36]=[CH:35][CH:34]=[CH:33][CH:32]=3)[C:25]3[CH:30]=[CH:29][CH:28]=[CH:27][CH:26]=3)=[CH:21][CH:20]=[N:19]2)[C:9](=[O:15])[O:10][C:11]([CH3:14])([CH3:13])[CH3:12])=[N:6][CH:7]=1.[Cl:43][C:44]1[CH:52]=[CH:51][C:47]([C:48](O)=[O:49])=[C:46]([N:53]([CH3:55])[CH3:54])[CH:45]=1.ON1C2C=CC=CC=2N=N1.Cl.CN(C)CCCN=C=NCC. (4) Given the product [I:7][C:8]1[C:9]2[O:16][C:15]([C:17]([OH:19])=[O:18])=[CH:14][C:10]=2[CH:11]=[N:12][CH:13]=1, predict the reactants needed to synthesize it. The reactants are: OP([O-])(O)=O.[K+].[I:7][C:8]1[C:9]2[O:16][C:15]([CH:17]=[O:18])=[CH:14][C:10]=2[CH:11]=[N:12][CH:13]=1.[O-:19]Cl=O.[Na+]. (5) Given the product [Br:15][C:7]1[CH:6]=[CH:5][C:4]([N:9]2[CH2:14][CH2:13][NH:12][CH2:11][CH2:10]2)=[C:3]([O:2][CH3:1])[CH:8]=1, predict the reactants needed to synthesize it. The reactants are: [CH3:1][O:2][C:3]1[CH:8]=[CH:7][CH:6]=[CH:5][C:4]=1[N:9]1[CH2:14][CH2:13][NH:12][CH2:11][CH2:10]1.[Br:15]Br.